From a dataset of Catalyst prediction with 721,799 reactions and 888 catalyst types from USPTO. Predict which catalyst facilitates the given reaction. (1) Reactant: [CH3:1][O:2][C:3]1[C:8]([CH:9]([NH:17]S(C(C)(C)C)=O)[CH2:10][CH2:11][CH2:12][C:13]([O:15][CH3:16])=[O:14])=[C:7]([O:24][CH3:25])[N:6]=[CH:5][N:4]=1.[ClH:26].O1CCOCC1. Product: [ClH:26].[NH2:17][CH:9]([C:8]1[C:3]([O:2][CH3:1])=[N:4][CH:5]=[N:6][C:7]=1[O:24][CH3:25])[CH2:10][CH2:11][CH2:12][C:13]([O:15][CH3:16])=[O:14]. The catalyst class is: 5. (2) Reactant: [CH3:1][C:2]1[CH:7]=[C:6]([N+:8]([O-])=O)[CH:5]=[CH:4][C:3]=1[O:11][C:12]1[CH:17]=[CH:16][CH:15]=[C:14]([O:18][CH2:19][C:20]([F:23])([F:22])[F:21])[CH:13]=1.[Cl-].[Ca+2].[Cl-].C(O)C. Product: [CH3:1][C:2]1[CH:7]=[C:6]([CH:5]=[CH:4][C:3]=1[O:11][C:12]1[CH:17]=[CH:16][CH:15]=[C:14]([O:18][CH2:19][C:20]([F:21])([F:22])[F:23])[CH:13]=1)[NH2:8]. The catalyst class is: 6. (3) Reactant: C[O-].[Na+].CO.[C:6]([C:9]1[N:14]=[C:13]([CH2:15][NH:16][C:17](=[O:19])[CH3:18])[CH:12]=[CH:11][CH:10]=1)(=[O:8])[CH3:7].[N+:20]([C:23]1[CH:30]=[CH:29][C:26]([CH:27]=O)=[CH:25][CH:24]=1)([O-:22])=[O:21].Cl. Product: [N+:20]([C:23]1[CH:30]=[CH:29][C:26](/[CH:27]=[CH:7]/[C:6]([C:9]2[N:14]=[C:13]([CH2:15][NH:16][C:17](=[O:19])[CH3:18])[CH:12]=[CH:11][CH:10]=2)=[O:8])=[CH:25][CH:24]=1)([O-:22])=[O:21]. The catalyst class is: 364. (4) Reactant: Br[C:2]1[C:7]([N+:8]([O-:10])=[O:9])=[CH:6][C:5]([Br:11])=[CH:4][N:3]=1.[CH3:12][O:13][C:14]1[N:19]=[CH:18][C:17](B(O)O)=[CH:16][CH:15]=1.C(=O)([O-])[O-].[Na+].[Na+]. Product: [Br:11][C:5]1[CH:6]=[C:7]([N+:8]([O-:10])=[O:9])[C:2]([C:17]2[CH:18]=[N:19][C:14]([O:13][CH3:12])=[CH:15][CH:16]=2)=[N:3][CH:4]=1. The catalyst class is: 551. (5) Product: [CH2:18]([N:20]([CH2:21][CH3:22])[C:7](=[O:9])[C:6]1[CH:10]=[CH:11][CH:12]=[CH:13][C:5]=1[C:1]([CH3:2])([CH3:3])[CH3:4])[CH3:19]. The catalyst class is: 2. Reactant: [C:1]([C:5]1[CH:13]=[CH:12][CH:11]=[CH:10][C:6]=1[C:7]([OH:9])=O)([CH3:4])([CH3:3])[CH3:2].S(Cl)(Cl)=O.[CH2:18]([NH:20][CH2:21][CH3:22])[CH3:19].